This data is from Full USPTO retrosynthesis dataset with 1.9M reactions from patents (1976-2016). The task is: Predict the reactants needed to synthesize the given product. (1) The reactants are: Br[C:2]1[C:3]([Cl:9])=[N:4][C:5]([Cl:8])=[N:6][CH:7]=1.C([Mg]Cl)(C)C.[F:15][C:16]1[C:23]([F:24])=[CH:22][CH:21]=[C:20]([O:25][CH3:26])[C:17]=1[CH:18]=[O:19]. Given the product [Cl:8][C:5]1[N:4]=[C:3]([Cl:9])[C:2]([CH:18]([C:17]2[C:20]([O:25][CH3:26])=[CH:21][CH:22]=[C:23]([F:24])[C:16]=2[F:15])[OH:19])=[CH:7][N:6]=1, predict the reactants needed to synthesize it. (2) Given the product [Cl:1][C:2]1[CH:33]=[CH:32][C:5]([CH2:6][O:7][C:8]2[CH:13]=[CH:12][N:11]([C:14]3[CH:15]=[CH:16][C:17]4[N:21]=[C:20]([C@@H:22]5[CH2:24][C@@H:23]5[C:25]([OH:28])([CH3:27])[CH3:26])[N:19]([CH3:29])[C:18]=4[CH:30]=3)[C:10](=[O:31])[CH:9]=2)=[CH:4][CH:3]=1, predict the reactants needed to synthesize it. The reactants are: [Cl:1][C:2]1[CH:33]=[CH:32][C:5]([CH2:6][O:7][C:8]2[CH:13]=[CH:12][N:11]([C:14]3[CH:15]=[CH:16][C:17]4[N:21]=[C:20]([CH:22]5[CH2:24][CH:23]5[C:25]([OH:28])([CH3:27])[CH3:26])[N:19]([CH3:29])[C:18]=4[CH:30]=3)[C:10](=[O:31])[CH:9]=2)=[CH:4][CH:3]=1.C(=O)=O.CCO.CC#N. (3) Given the product [F:25][C:20]1[CH:19]=[C:18]([C:14]2[NH:13][C:37]3[CH2:36][O:35][C:33](=[O:34])[C:32]=3[CH:11]([C:8]3[CH:9]=[C:10]4[C:5](=[CH:6][CH:7]=3)[NH:4][N:3]=[C:2]4[CH3:1])[C:15]=2[C:16]#[N:17])[CH:23]=[C:22]([F:24])[CH:21]=1, predict the reactants needed to synthesize it. The reactants are: [CH3:1][C:2]1[C:10]2[C:5](=[CH:6][CH:7]=[C:8]([CH:11]=O)[CH:9]=2)[NH:4][N:3]=1.[NH2:13][C:14]([C:18]1[CH:23]=[C:22]([F:24])[CH:21]=[C:20]([F:25])[CH:19]=1)=[CH:15][C:16]#[N:17].[C:33]([O:35][CH2:36][C:37](=O)[CH2:32][C:33]([O:35][CH2:36][CH3:37])=[O:34])(=[O:34])[CH3:32].Cl. (4) Given the product [OH:8][C:9]1[CH:14]=[C:13]([CH2:15][C:16]2[CH:21]=[CH:20][CH:19]=[CH:18][C:17]=2[CH2:22][O:23][CH3:24])[CH:12]=[CH:11][C:10]=1[N:25]1[S:29](=[O:31])(=[O:30])[NH:28][C:27](=[O:32])[CH2:26]1, predict the reactants needed to synthesize it. The reactants are: C([O:8][C:9]1[CH:14]=[C:13]([CH2:15][C:16]2[CH:21]=[CH:20][CH:19]=[CH:18][C:17]=2[CH2:22][O:23][CH3:24])[CH:12]=[CH:11][C:10]=1[N:25]1[S:29](=[O:31])(=[O:30])[NH:28][C:27](=[O:32])[CH2:26]1)C1C=CC=CC=1. (5) Given the product [CH2:1]([O:8][C:9]1[CH:10]=[C:11]([C:15]2[CH:20]=[CH:19][N:18]=[C:17]3[N:21]([CH2:34][O:35][CH2:36][CH2:37][Si:38]([CH3:41])([CH3:40])[CH3:39])[C:22]([C:24]4[CH:25]=[CH:26][C:27]([C:28]([OH:30])=[O:29])=[CH:32][CH:33]=4)=[N:23][C:16]=23)[CH:12]=[CH:13][CH:14]=1)[C:2]1[CH:7]=[CH:6][CH:5]=[CH:4][CH:3]=1, predict the reactants needed to synthesize it. The reactants are: [CH2:1]([O:8][C:9]1[CH:10]=[C:11]([C:15]2[CH:20]=[CH:19][N:18]=[C:17]3[N:21]([CH2:34][O:35][CH2:36][CH2:37][Si:38]([CH3:41])([CH3:40])[CH3:39])[C:22]([C:24]4[CH:33]=[CH:32][C:27]([C:28]([O:30]C)=[O:29])=[CH:26][CH:25]=4)=[N:23][C:16]=23)[CH:12]=[CH:13][CH:14]=1)[C:2]1[CH:7]=[CH:6][CH:5]=[CH:4][CH:3]=1.Cl. (6) The reactants are: [Br:1][C:2]1[CH:7]=[CH:6][N:5]=[C:4](F)[CH:3]=1.[CH3:9][S:10]([CH3:13])(=[O:12])=[O:11]. Given the product [Br:1][C:2]1[CH:7]=[CH:6][N:5]=[C:4]([CH2:9][S:10]([CH3:13])(=[O:12])=[O:11])[CH:3]=1, predict the reactants needed to synthesize it. (7) Given the product [C:1]([C:4]1[C:9]([OH:10])=[CH:8][CH:7]=[C:6]([C:14]([CH3:16])=[CH2:15])[N:5]=1)([CH3:3])=[CH2:2], predict the reactants needed to synthesize it. The reactants are: [C:1]([C:4]1[C:9]([O:10]COC)=[CH:8][CH:7]=[C:6]([C:14]([CH3:16])=[CH2:15])[N:5]=1)([CH3:3])=[CH2:2].Cl. (8) The reactants are: [CH3:1][N:2]1[C:6]2[CH:7]=[C:8]([O:21][C:22]3[CH:27]=[CH:26][CH:25]=[C:24]([O:28][CH2:29][C:30]4([CH3:33])[CH2:32][O:31]4)[CH:23]=3)[C:9]([NH:11][S:12]([C:15]3[N:16]=[CH:17][N:18]([CH3:20])[CH:19]=3)(=[O:14])=[O:13])=[CH:10][C:5]=2[N:4]([CH3:34])[C:3]1=[O:35].[OH-].[NH4+:37]. Given the product [NH2:37][CH2:32][C:30]([OH:31])([CH3:33])[CH2:29][O:28][C:24]1[CH:23]=[C:22]([CH:27]=[CH:26][CH:25]=1)[O:21][C:8]1[C:9]([NH:11][S:12]([C:15]2[N:16]=[CH:17][N:18]([CH3:20])[CH:19]=2)(=[O:14])=[O:13])=[CH:10][C:5]2[N:4]([CH3:34])[C:3](=[O:35])[N:2]([CH3:1])[C:6]=2[CH:7]=1, predict the reactants needed to synthesize it.